This data is from NCI-60 drug combinations with 297,098 pairs across 59 cell lines. The task is: Regression. Given two drug SMILES strings and cell line genomic features, predict the synergy score measuring deviation from expected non-interaction effect. (1) Drug 1: CC1=C(C=C(C=C1)NC(=O)C2=CC=C(C=C2)CN3CCN(CC3)C)NC4=NC=CC(=N4)C5=CN=CC=C5. Drug 2: C(=O)(N)NO. Cell line: PC-3. Synergy scores: CSS=-0.158, Synergy_ZIP=0.193, Synergy_Bliss=-0.0913, Synergy_Loewe=-2.63, Synergy_HSA=-2.87. (2) Drug 1: CNC(=O)C1=CC=CC=C1SC2=CC3=C(C=C2)C(=NN3)C=CC4=CC=CC=N4. Synergy scores: CSS=-3.80, Synergy_ZIP=3.78, Synergy_Bliss=3.60, Synergy_Loewe=-3.80, Synergy_HSA=-2.94. Drug 2: CC(C)NC(=O)C1=CC=C(C=C1)CNNC.Cl. Cell line: SK-MEL-28. (3) Drug 1: CS(=O)(=O)CCNCC1=CC=C(O1)C2=CC3=C(C=C2)N=CN=C3NC4=CC(=C(C=C4)OCC5=CC(=CC=C5)F)Cl. Drug 2: C(CN)CNCCSP(=O)(O)O. Cell line: OVCAR3. Synergy scores: CSS=-1.14, Synergy_ZIP=1.34, Synergy_Bliss=5.13, Synergy_Loewe=-13.7, Synergy_HSA=-2.26. (4) Drug 1: C1CN1C2=NC(=NC(=N2)N3CC3)N4CC4. Drug 2: CC1=C(N=C(N=C1N)C(CC(=O)N)NCC(C(=O)N)N)C(=O)NC(C(C2=CN=CN2)OC3C(C(C(C(O3)CO)O)O)OC4C(C(C(C(O4)CO)O)OC(=O)N)O)C(=O)NC(C)C(C(C)C(=O)NC(C(C)O)C(=O)NCCC5=NC(=CS5)C6=NC(=CS6)C(=O)NCCC[S+](C)C)O. Cell line: K-562. Synergy scores: CSS=28.7, Synergy_ZIP=-4.27, Synergy_Bliss=-3.87, Synergy_Loewe=-2.04, Synergy_HSA=-1.41. (5) Cell line: PC-3. Drug 2: C(CCl)NC(=O)N(CCCl)N=O. Synergy scores: CSS=29.8, Synergy_ZIP=-0.861, Synergy_Bliss=-0.180, Synergy_Loewe=-22.8, Synergy_HSA=2.69. Drug 1: CCC1=C2CN3C(=CC4=C(C3=O)COC(=O)C4(CC)O)C2=NC5=C1C=C(C=C5)O.